Dataset: Catalyst prediction with 721,799 reactions and 888 catalyst types from USPTO. Task: Predict which catalyst facilitates the given reaction. (1) Reactant: [CH2:1]([O:8][C@H:9]1[C@H:14]([O:15][CH2:16][C:17]2[CH:22]=[CH:21][CH:20]=[CH:19][CH:18]=2)[C@@H:13]([O:23][CH2:24][C:25]2[CH:30]=[CH:29][CH:28]=[CH:27][CH:26]=2)[C@H:12]([C:31]2[CH:36]=[CH:35][C:34]([Cl:37])=[C:33]([CH2:38][C:39]3[CH:44]=[CH:43][C:42]([O:45][CH2:46][CH3:47])=[CH:41][CH:40]=3)[CH:32]=2)[O:11][C:10]1([CH2:50][OH:51])[CH2:48][OH:49])[C:2]1[CH:7]=[CH:6][CH:5]=[CH:4][CH:3]=1.[C:52]1([CH3:62])[CH:57]=[CH:56][C:55]([S:58](Cl)(=[O:60])=[O:59])=[CH:54][CH:53]=1. Product: [CH2:1]([O:8][C@H:9]1[C@H:14]([O:15][CH2:16][C:17]2[CH:18]=[CH:19][CH:20]=[CH:21][CH:22]=2)[C@@H:13]([O:23][CH2:24][C:25]2[CH:30]=[CH:29][CH:28]=[CH:27][CH:26]=2)[C@H:12]([C:31]2[CH:36]=[CH:35][C:34]([Cl:37])=[C:33]([CH2:38][C:39]3[CH:44]=[CH:43][C:42]([O:45][CH2:46][CH3:47])=[CH:41][CH:40]=3)[CH:32]=2)[O:11][C:10]1([CH2:48][O:49][S:58]([C:55]1[CH:56]=[CH:57][C:52]([CH3:62])=[CH:53][CH:54]=1)(=[O:60])=[O:59])[CH2:50][OH:51])[C:2]1[CH:7]=[CH:6][CH:5]=[CH:4][CH:3]=1. The catalyst class is: 300. (2) Reactant: C(OC(=O)[NH:7][CH2:8][C:9](=[O:27])[NH:10][C:11]1[CH:19]=[CH:18][CH:17]=[C:16]2[C:12]=1[CH:13]=[N:14][N:15]2[CH2:20][CH2:21][N:22]1[CH2:26][CH2:25][CH2:24][CH2:23]1)(C)(C)C.[ClH:29]. Product: [NH2:7][CH2:8][C:9]([NH:10][C:11]1[CH:19]=[CH:18][CH:17]=[C:16]2[C:12]=1[CH:13]=[N:14][N:15]2[CH2:20][CH2:21][N:22]1[CH2:23][CH2:24][CH2:25][CH2:26]1)=[O:27].[ClH:29]. The catalyst class is: 4.